The task is: Binary Classification. Given a miRNA mature sequence and a target amino acid sequence, predict their likelihood of interaction.. This data is from Experimentally validated miRNA-target interactions with 360,000+ pairs, plus equal number of negative samples. (1) The miRNA is hsa-miR-5189-5p with sequence UCUGGGCACAGGCGGAUGGACAGG. The protein sequence of the target gene is MLSRSRCVSRAFSRSLSAFQKGNCPLGRRSLPGVSLCQGPGYPNSRKVVINNSVFSVRFFRTTAVCKDDLVTVKTPAFAESVTEGDVRWEKAVGDTVAEDEVVCEIETDKTSVQVPSPANGVIEALLVPDGGKVEGGTPLFTLRKTGAAPAKAKPAEAPAAAAPKAEPTAAAVPPPAAPIPTQMPPVPSPSQPPSGKPVSAVKPTVAPPLAEPGAGKGLRSEHREKMNRMRQRIAQRLKEAQNTCAMLTTFNEIDMSNIQEMRARHKEAFLKKHNLKLGFMSAFVKASAFALQEQPVVNA.... Result: 0 (no interaction). (2) The miRNA is mmu-miR-292a-5p with sequence ACUCAAACUGGGGGCUCUUUUG. The protein sequence of the target gene is MSVPSALMKQPPIQSTAGAVPVRNEKGEISMEKVKVKRYVSGKRPDYAPMESSDEEDEEFQFIKKAKEQEAEPEEQEEDSSSDPRLRRLQNRISEDVEERLARHRKIVEPEVVGESDSEVEGDAWRLEREDSSEEEEEEIDDEEIERRRGMMRQRAQERKNEEMEVMEVEDEGRSGEESESESEYEEYTDSEDEMEPRLKPVFIRKKDRVTVQEREAEALKQKELEQEAKRMAEERRKYTLKIVEEETKKELEENKRSLAALDALNTDDENDEEEYEAWKVRELKRIKREREDREALEKE.... Result: 1 (interaction). (3) The miRNA is hsa-miR-3154 with sequence CAGAAGGGGAGUUGGGAGCAGA. The protein sequence of the target gene is MIRDLSKMYPQTRHPAPHQPAQPFKFTISESCDRIKEEFQFLQAQYHSLKLECEKLASEKTEMQRHYVMYYEMSYGLNIEMHKQAEIVKRLNAICAQVIPFLSQEHQQQVVQAVERAKQVTMAELNAIIGQQLQAQHLSHGHGLPVPLTPHPSGLQPPAIPPIGSSAGLLALSSALGGQSHLPIKDEKKHHDNDHQRDRDSIKSSSVSPSASFRGSEKHRNSTDYSSESKKQKTEEKEIAARYDSDGEKSDDNLVVDVSNEDPSSPRGSPAHSPRENGLDKTRLLKKDAPISPASVASSS.... Result: 0 (no interaction). (4) Result: 0 (no interaction). The miRNA is hsa-miR-497-5p with sequence CAGCAGCACACUGUGGUUUGU. The protein sequence of the target gene is MFRCWGPHWGWVPCAPTPWLLLSLLVCSAPFGLQGEETRQVSMEVISGWPNPQNLLHIRAVGSNSTLHYVWSSLGPPAVVLVATNTTQSVLSVNWSLLLSPDPAGALMVLPKSSIQFSSALVFTRLLEFDSTNASEGAQPPGKPYPPYSLAKFSWNNITNSLDLANLSADFQGRPVDDPTGAFANGSLTFKVQAFSRSGRPAQPPRLLHTADVCQLEVALVGASPRGNHSLFGLEVATLGQGPDCPSVNERNSIDDEYAPAVFQLNQLLWGSSPSGFMQWRPVAFSEEERARESALPCQA.... (5) The miRNA is hsa-miR-4796-3p with sequence UAAAGUGGCAGAGUAUAGACAC. The protein sequence of the target gene is MWLQQRLKGLPGLLSSSWARRLLCLLGLLLLLLWFGGSGARRAAGGLHLLPWSRGEPGAAEPSACLEAATRAWRGLRERGEVVPLGPGVPALVANGFLALDVAANRLWVTPGEREPAVAPDFVPFVQLRPLSALAEAGEAVLLLREGLLRRVRCLQLGSPGPGPVAAGPGPASVSGLAAGSGRDCVLLQEDFLAHRGRPHVYLQRIQLNNPTERVAALQTVGPTAGPAPKAFTSTLEKVGDHQFLLYSGRSPPTPTGLVHLVVVAAKKLVNRLQVAPKTQLDETVLWVVHVSGPINPQVL.... Result: 1 (interaction). (6) The miRNA is mmu-miR-298-5p with sequence GGCAGAGGAGGGCUGUUCUUCCC. The protein sequence of the target gene is MQQTTFEESRYHWQDSLENVAVCLPFRCPRCGDHTRFRSLSSLRAHLEFSHSYEERTLLTKCSLLPSLKDTELLRSSELPKQGKVLRGHAKVTKQKSSYVNLYSISHGHSKDTKPFEMVAERPVSYVQTYTAVDIRADSLDAPCASPGLPTQDTKAAFEAHVREKFNRMVEAVDRTIEKRIDKLTKELAQKTAELLEVRAAFAQLTQKKQEVQRRERALNKQVDVAVEMIAVLKQRLTESEEELLRKEEEVVTFNHFLEAAAEKEVQGKARLQDFIENLLQRVELAEKQLEYYQSQQASG.... Result: 1 (interaction). (7) The miRNA is hsa-miR-25-5p with sequence AGGCGGAGACUUGGGCAAUUG. The protein sequence of the target gene is MSSPGIDGDPKPPCLPRNGLVKLPGQPNGLGAASITKGTPATKNRPCQPPPPPTLPPPSLAAPLSRAALAGGPCTPAGGPASALAPGHPAERPPLATDEKILNGLFWYFSACEKCVLAQVCKAWRRVLYQPKFWAGLTPVLHAKELYNVLPGGEKEFVNLQGFAARGFEGFCLVGVSDLDICEFIDNYALSKKGVKAMSLKRSTITDAGLEVMLEQMQGVVRLELSGCNDFTEAGLWSSLSARITSLSVSDCINVADDAIAAISQLLPNLAELSLQAYHVTDTALAYFTARQGHSTHTLR.... Result: 1 (interaction).